From a dataset of Full USPTO retrosynthesis dataset with 1.9M reactions from patents (1976-2016). Predict the reactants needed to synthesize the given product. Given the product [CH2:1]([O:3][C:4](=[O:15])[C:5]1[CH:10]=[CH:9][C:8]([S:22][C:16]2[CH:21]=[CH:20][CH:19]=[CH:18][CH:17]=2)=[C:7]([N+:12]([O-:14])=[O:13])[CH:6]=1)[CH3:2], predict the reactants needed to synthesize it. The reactants are: [CH2:1]([O:3][C:4](=[O:15])[C:5]1[CH:10]=[CH:9][C:8](O)=[C:7]([N+:12]([O-:14])=[O:13])[CH:6]=1)[CH3:2].[C:16]1([S-:22])[CH:21]=[CH:20][CH:19]=[CH:18][CH:17]=1.[Na+].